From a dataset of Reaction yield outcomes from USPTO patents with 853,638 reactions. Predict the reaction yield, written as a fraction of the theoretical maximum amount of product (1.0 means a 100% yield; for example, 0.34 means a 34% yield). (1) The reactants are [Cl:1][C:2]1[C:10]([NH:11][S:12]([C:15]2[S:16][CH:17]=[CH:18][CH:19]=2)(=[O:14])=[O:13])=[C:9]2[C:5]([CH:6]=[C:7]([C:20]([O:22][CH2:23][CH3:24])=[O:21])[NH:8]2)=[CH:4][CH:3]=1.CI.[C:27](=O)([O-])[O-].[K+].[K+].CN(C)C=O. The catalyst is O. The product is [Cl:1][C:2]1[C:10]([N:11]([CH3:27])[S:12]([C:15]2[S:16][CH:17]=[CH:18][CH:19]=2)(=[O:14])=[O:13])=[C:9]2[C:5]([CH:6]=[C:7]([C:20]([O:22][CH2:23][CH3:24])=[O:21])[NH:8]2)=[CH:4][CH:3]=1. The yield is 0.770. (2) The reactants are CC(C)([O-])C.[K+].C1(C)C=CC(S([CH2:16][N+:17]#[C-])(=O)=O)=CC=1.[CH2:20]([O:27][C:28]1[C:32]([CH:33]=O)=[CH:31][N:30]([C:35]2[CH:40]=[CH:39][CH:38]=[CH:37][CH:36]=2)[N:29]=1)[C:21]1[CH:26]=[CH:25][CH:24]=[CH:23][CH:22]=1.[Cl-].[NH4+]. The catalyst is C(COC)OC.CO. The product is [CH2:20]([O:27][C:28]1[C:32]([CH2:33][C:16]#[N:17])=[CH:31][N:30]([C:35]2[CH:40]=[CH:39][CH:38]=[CH:37][CH:36]=2)[N:29]=1)[C:21]1[CH:26]=[CH:25][CH:24]=[CH:23][CH:22]=1. The yield is 0.670. (3) No catalyst specified. The yield is 0.800. The product is [CH3:10][O:11][C:12]1[C:13]([F:23])=[C:14]([C:18]([N+:1]([O-:4])=[O:2])=[C:19]([F:22])[C:20]=1[F:21])[C:15]([OH:17])=[O:16]. The reactants are [N+:1]([O-:4])(O)=[O:2].OS(O)(=O)=O.[CH3:10][O:11][C:12]1[C:13]([F:23])=[C:14]([CH:18]=[C:19]([F:22])[C:20]=1[F:21])[C:15]([OH:17])=[O:16]. (4) The product is [Cl:25][C:4]1[C:3]([CH2:1][CH3:2])=[C:7]([C:8]2[CH:9]=[C:10]([C:13]([O:15][CH3:16])=[O:14])[S:11][CH:12]=2)[N:6]([CH3:17])[N:5]=1. The yield is 0.560. The reactants are [CH2:1]([C:3]1[CH:4]=[N:5][N:6]([CH3:17])[C:7]=1[C:8]1[CH:9]=[C:10]([C:13]([O:15][CH3:16])=[O:14])[S:11][CH:12]=1)[CH3:2].C1C(=O)N([Cl:25])C(=O)C1. The catalyst is CN(C)C=O. (5) The reactants are [CH2:1]([O:3][C:4]1[CH:9]=[CH:8][C:7]([C:10]2[CH:15]=[CH:14][C:13]([CH:16]=[CH:17][O:18]C)=[C:12]([F:20])[C:11]=2[F:21])=[C:6]([F:22])[C:5]=1[F:23])[CH3:2].Cl.O. The catalyst is CC(C)=O. The product is [CH2:1]([O:3][C:4]1[CH:9]=[CH:8][C:7]([C:10]2[CH:15]=[CH:14][C:13]([CH2:16][CH:17]=[O:18])=[C:12]([F:20])[C:11]=2[F:21])=[C:6]([F:22])[C:5]=1[F:23])[CH3:2]. The yield is 0.972. (6) The reactants are [C:1]([C:5]1[CH:9]=[C:8]([NH2:10])[N:7]([C:11]2[CH:16]=[CH:15][CH:14]=[CH:13][CH:12]=2)[N:6]=1)([CH3:4])([CH3:3])[CH3:2].N1C=CC=CC=1.Cl[C:24]([O:26][C:27]([CH3:29])=[CH2:28])=[O:25]. The catalyst is C(Cl)Cl. The product is [C:1]([C:5]1[CH:9]=[C:8]([NH:10][C:24](=[O:25])[O:26][C:27]([CH3:29])=[CH2:28])[N:7]([C:11]2[CH:16]=[CH:15][CH:14]=[CH:13][CH:12]=2)[N:6]=1)([CH3:4])([CH3:2])[CH3:3]. The yield is 0.780.